From a dataset of Reaction yield outcomes from USPTO patents with 853,638 reactions. Predict the reaction yield, written as a fraction of the theoretical maximum amount of product (1.0 means a 100% yield; for example, 0.34 means a 34% yield). (1) The product is [Br:1][C:2]1[CH:10]=[C:9]2[C:5]([CH2:6][C:7]3([CH2:16][CH2:15][CH:14]([OH:17])[CH2:13][CH2:12]3)[C:8]2=[O:11])=[CH:4][CH:3]=1. The yield is 0.660. The catalyst is C1COCC1. The reactants are [Br:1][C:2]1[CH:10]=[C:9]2[C:5]([CH2:6][C:7]3([CH2:16][CH2:15][C:14](=[O:17])[CH2:13][CH2:12]3)[C:8]2=[O:11])=[CH:4][CH:3]=1.[BH4-].[Na+]. (2) The catalyst is CN(C=O)C. The yield is 0.798. The product is [Br:15][C:16]1[CH:17]=[N:18][N:19]2[CH:24]=[CH:23][C:22]([N:8]3[C@@H:7]([C:1]4[CH:2]=[CH:3][CH:4]=[CH:5][CH:6]=4)[CH2:11][O:10][C:9]3=[O:12])=[N:21][C:20]=12. The reactants are [C:1]1([C@H:7]2[CH2:11][O:10][C:9](=[O:12])[NH:8]2)[CH:6]=[CH:5][CH:4]=[CH:3][CH:2]=1.[H-].[Na+].[Br:15][C:16]1[CH:17]=[N:18][N:19]2[CH:24]=[CH:23][C:22](Cl)=[N:21][C:20]=12.O. (3) The reactants are [Cl:1][C:2]1[CH:6]=[CH:5][NH:4][C:3]=1[C:7]([O:9][CH3:10])=[O:8].[H-].[Na+].[NH2:13]Cl. The catalyst is CN(C=O)C. The product is [NH2:13][N:4]1[CH:5]=[CH:6][C:2]([Cl:1])=[C:3]1[C:7]([O:9][CH3:10])=[O:8]. The yield is 0.690. (4) The reactants are ClC1C=CC2SC=C(C[N:10]3[CH2:14][CH2:13][N:12]([C:15]4SC(C(O)=O)=[C:18]([CH3:20])[N:19]=4)C3=O)C=2C=1.[F:27][C:28]1[CH:49]=[CH:48][C:31]([CH2:32][N:33]2[CH2:37][CH2:36][N:35]([C:38]3[S:39][C:40]([C:44]([OH:46])=O)=[C:41]([CH3:43])[N:42]=3)[C:34]2=[O:47])=[CH:30][CH:29]=1.N1C=CC(CN)=NC=1. No catalyst specified. The product is [F:27][C:28]1[CH:29]=[CH:30][C:31]([CH2:32][N:33]2[CH2:37][CH2:36][N:35]([C:38]3[S:39][C:40]([C:44]([NH:10][CH2:14][C:13]4[CH:20]=[CH:18][N:19]=[CH:15][N:12]=4)=[O:46])=[C:41]([CH3:43])[N:42]=3)[C:34]2=[O:47])=[CH:48][CH:49]=1. The yield is 0.710. (5) The reactants are C([NH:6][C:7]1[CH:12]=[CH:11][C:10]([N+:13]([O-:15])=[O:14])=[CH:9][C:8]=1[C:16]#[C:17][C:18]([CH3:24])(C)[C:19](OC)=O)(=O)CCC.CCCC[N+](CCCC)(CCCC)CCCC.[F-]. The catalyst is CN(C=O)C. The product is [CH:18]([C:17]1[NH:6][C:7]2[C:8]([CH:16]=1)=[CH:9][C:10]([N+:13]([O-:15])=[O:14])=[CH:11][CH:12]=2)([CH3:24])[CH3:19]. The yield is 0.330.